Dataset: Full USPTO retrosynthesis dataset with 1.9M reactions from patents (1976-2016). Task: Predict the reactants needed to synthesize the given product. Given the product [Br:1][C:2]1[CH:7]=[C:6]([C:18]2[CH:23]=[N:22][C:21]([NH:24][C:25]([NH:27][CH2:28][CH3:29])=[O:26])=[CH:20][C:19]=2[C:30]2[S:31][CH:32]=[C:33]([C:35]([F:38])([F:36])[F:37])[N:34]=2)[CH:5]=[N:4][CH:3]=1, predict the reactants needed to synthesize it. The reactants are: [Br:1][C:2]1[CH:3]=[N:4][CH:5]=[C:6](B2OC(C)(C)C(C)(C)O2)[CH:7]=1.Br[C:18]1[C:19]([C:30]2[S:31][CH:32]=[C:33]([C:35]([F:38])([F:37])[F:36])[N:34]=2)=[CH:20][C:21]([NH:24][C:25]([NH:27][CH2:28][CH3:29])=[O:26])=[N:22][CH:23]=1.C1(P(C2CCCCC2)C2C=CC=CC=2C2C(C(C)C)=CC(C(C)C)=CC=2C(C)C)CCCCC1.C(=O)([O-])[O-].[Na+].[Na+].